From a dataset of Full USPTO retrosynthesis dataset with 1.9M reactions from patents (1976-2016). Predict the reactants needed to synthesize the given product. (1) Given the product [CH3:34][NH:35][NH:36][C:21](=[O:22])[C:20]1[CH:24]=[CH:25][CH:26]=[C:18]([CH2:17][S:14]([CH:13]=[C:11]2[CH2:12][N:9]([CH:8]([C:27]3[CH:32]=[CH:31][C:30]([Cl:33])=[CH:29][CH:28]=3)[C:5]3[CH:6]=[CH:7][C:2]([Cl:1])=[CH:3][CH:4]=3)[CH2:10]2)(=[O:16])=[O:15])[CH:19]=1, predict the reactants needed to synthesize it. The reactants are: [Cl:1][C:2]1[CH:7]=[CH:6][C:5]([CH:8]([C:27]2[CH:32]=[CH:31][C:30]([Cl:33])=[CH:29][CH:28]=2)[N:9]2[CH2:12][C:11](=[CH:13][S:14]([CH2:17][C:18]3[CH:19]=[C:20]([CH:24]=[CH:25][CH:26]=3)[C:21](O)=[O:22])(=[O:16])=[O:15])[CH2:10]2)=[CH:4][CH:3]=1.[CH3:34][NH:35][NH2:36]. (2) Given the product [C:1]([O:5][C:6](=[O:19])[NH:7][C:8]1[CH:13]=[CH:12][C:11]([C:14]([F:17])([F:16])[F:15])=[CH:10][C:9]=1[NH:18][C:25](=[O:24])[CH2:26][C:27]([C:29]1[CH:34]=[CH:33][N:32]=[C:31]([C:35]2[CH:36]=[N:37][CH:38]=[CH:39][CH:40]=2)[CH:30]=1)=[O:28])([CH3:4])([CH3:2])[CH3:3], predict the reactants needed to synthesize it. The reactants are: [C:1]([O:5][C:6](=[O:19])[NH:7][C:8]1[CH:13]=[CH:12][C:11]([C:14]([F:17])([F:16])[F:15])=[CH:10][C:9]=1[NH2:18])([CH3:4])([CH3:3])[CH3:2].C([O:24][C:25](=O)[CH2:26][C:27]([C:29]1[CH:34]=[CH:33][N:32]=[C:31]([C:35]2[CH:36]=[N:37][CH:38]=[CH:39][CH:40]=2)[CH:30]=1)=[O:28])(C)(C)C. (3) Given the product [CH2:1]([NH:3][C:4](=[O:44])[NH:5][C:6]1[N:11]=[CH:10][C:9]([C:12]2[CH:13]=[C:14]3[C:19](=[CH:20][CH:21]=2)[N:18]([C@@H:22]([C:25]([CH3:28])([CH3:27])[CH3:26])[CH2:23][OH:24])[CH:17]=[C:16]([C:29]([OH:31])=[O:30])[C:15]3=[O:34])=[C:8]([C:35]2[S:36][CH:37]=[C:38]([C:40]([F:41])([F:43])[F:42])[N:39]=2)[CH:7]=1)[CH3:2], predict the reactants needed to synthesize it. The reactants are: [CH2:1]([NH:3][C:4](=[O:44])[NH:5][C:6]1[N:11]=[CH:10][C:9]([C:12]2[CH:13]=[C:14]3[C:19](=[CH:20][CH:21]=2)[N:18]([C@@H:22]([C:25]([CH3:28])([CH3:27])[CH3:26])[CH2:23][OH:24])[CH:17]=[C:16]([C:29]([O:31]CC)=[O:30])[C:15]3=[O:34])=[C:8]([C:35]2[S:36][CH:37]=[C:38]([C:40]([F:43])([F:42])[F:41])[N:39]=2)[CH:7]=1)[CH3:2].[OH-].[Li+].Cl. (4) The reactants are: [F:1][C:2]1[CH:7]=[CH:6][CH:5]=[CH:4][C:3]=1[N:8]1[C:12]([C:13]2[CH:18]=[CH:17][N:16]=[CH:15][CH:14]=2)=[C:11]([C:19](OCC)=[O:20])[N:10]=[N:9]1.O[N:25]=[C:26]([NH2:37])[C:27]1[CH:32]=[CH:31][C:30]([C:33]([F:36])([F:35])[F:34])=[CH:29][CH:28]=1. Given the product [F:1][C:2]1[CH:7]=[CH:6][CH:5]=[CH:4][C:3]=1[N:8]1[C:12]([C:13]2[CH:18]=[CH:17][N:16]=[CH:15][CH:14]=2)=[C:11]([C:19]2[O:20][N:37]=[C:26]([C:27]3[CH:28]=[CH:29][C:30]([C:33]([F:34])([F:35])[F:36])=[CH:31][CH:32]=3)[N:25]=2)[N:10]=[N:9]1, predict the reactants needed to synthesize it. (5) Given the product [NH2:24][CH2:23][C@@H:17]1[C@@H:18]([CH3:22])[CH2:19][CH2:20][CH2:21][N:16]1[C:14]([C:9]1[N:10]=[C:11]([CH3:13])[S:12][C:8]=1[C:5]1[CH:4]=[CH:3][C:2]([F:1])=[CH:7][CH:6]=1)=[O:15], predict the reactants needed to synthesize it. The reactants are: [F:1][C:2]1[CH:7]=[CH:6][C:5]([C:8]2[S:12][C:11]([CH3:13])=[N:10][C:9]=2[C:14]([N:16]2[CH2:21][CH2:20][CH2:19][C@@H:18]([CH3:22])[C@@H:17]2[CH2:23][NH:24]C(=O)OC(C)(C)C)=[O:15])=[CH:4][CH:3]=1.C(O)(C(F)(F)F)=O. (6) Given the product [C:2](=[O:3])([O-:5])[O-:4].[Ca+2:6].[C:2](=[O:3])([O-:5])[O-:4].[Mg+2:7], predict the reactants needed to synthesize it. The reactants are: [Na].[C:2](=[O:5])([O-:4])[O-:3].[Ca:6].[Mg:7]. (7) Given the product [O:1]=[C:2]([C:7]1[CH:8]=[C:9]([O:17][CH3:18])[C:10]([O:15][CH3:16])=[C:11]([O:13][CH3:14])[CH:12]=1)[CH2:3][C:4]([O:6][C:25]1[CH:24]=[CH:23][CH:22]=[C:21]([O:20][CH3:19])[CH:26]=1)=[O:5], predict the reactants needed to synthesize it. The reactants are: [O:1]=[C:2]([C:7]1[CH:12]=[C:11]([O:13][CH3:14])[C:10]([O:15][CH3:16])=[C:9]([O:17][CH3:18])[CH:8]=1)[CH2:3][C:4]([OH:6])=[O:5].[CH3:19][O:20][C:21]1[CH:22]=[C:23](O)[CH:24]=[CH:25][CH:26]=1.C(Cl)Cl. (8) Given the product [Cl:20][C:5]1[C:6]([NH:9][C@@H:10]2[C@@H:15]3[CH2:16][C@@H:12]([CH:13]=[CH:14]3)[C@@H:11]2[C:17]([NH2:19])=[O:18])=[C:7]2[N:8]=[C:33]([C:25]3[C:24]([CH3:35])=[N:23][N:22]([CH3:21])[C:26]=3[N:27]3[CH2:28][CH2:29][O:30][CH2:31][CH2:32]3)[NH:1][C:2]2=[N:3][CH:4]=1, predict the reactants needed to synthesize it. The reactants are: [NH2:1][C:2]1[C:7]([NH2:8])=[C:6]([NH:9][C@@H:10]2[C@@H:15]3[CH2:16][C@@H:12]([CH:13]=[CH:14]3)[C@@H:11]2[C:17]([NH2:19])=[O:18])[C:5]([Cl:20])=[CH:4][N:3]=1.[CH3:21][N:22]1[C:26]([N:27]2[CH2:32][CH2:31][O:30][CH2:29][CH2:28]2)=[C:25]([CH:33]=O)[C:24]([CH3:35])=[N:23]1.C([O-])(=O)C.[NH4+]. (9) Given the product [CH3:29][C:7]1[CH:8]=[C:9]2[C:18](=[CH:19][C:6]=1[C:4](=[O:3])[CH3:5])[C:17]1[N:13]([CH:14]=[C:15]([C:20]3[N:24]([CH:25]([CH3:26])[CH3:27])[N:23]=[C:22]([CH3:28])[N:21]=3)[N:16]=1)[CH2:12][CH2:11][O:10]2, predict the reactants needed to synthesize it. The reactants are: C([O:3][C:4]([C:6]1[CH:19]=[C:18]2[C:9]([O:10][CH2:11][CH2:12][N:13]3[C:17]2=[N:16][C:15]([C:20]2[N:24]([CH:25]([CH3:27])[CH3:26])[N:23]=[C:22]([CH3:28])[N:21]=2)=[CH:14]3)=[CH:8][C:7]=1[CH3:29])=[CH2:5])C.CC1C=CC(S(O)(=O)=O)=CC=1. (10) Given the product [BrH:16].[NH:11]1[CH2:12][CH2:13][CH2:14][CH:9]([C:6]2[CH:5]=[CH:4][C:3]([OH:2])=[CH:8][CH:7]=2)[CH2:10]1, predict the reactants needed to synthesize it. The reactants are: C[O:2][C:3]1[CH:8]=[CH:7][C:6]([CH:9]2[CH2:14][CH2:13][CH2:12][NH:11][CH2:10]2)=[CH:5][CH:4]=1.Cl.[BrH:16].